From a dataset of Experimentally validated miRNA-target interactions with 360,000+ pairs, plus equal number of negative samples. Binary Classification. Given a miRNA mature sequence and a target amino acid sequence, predict their likelihood of interaction. (1) The miRNA is hsa-miR-489-3p with sequence GUGACAUCACAUAUACGGCAGC. The protein sequence of the target gene is MTDAQMADFGAAAQYLRKSEKERLEAQTRPFDIRTECFVPDDKEEYVKAKVVSREGGKVTAETENGKTVTIKEDQVMQQNPPKFDKIEDMAMLTFLHEPAVLYNLKERYAAWMIYTYSGLFCVTVNPYKWLPVYNAEVVAAYRGKKRSEAPPHIFSISDNAYQYMLTDRENQSILITGESGAGKTVNTKRVIQYFASIAAIGDRSKKENPNANKGTLEDQIIQANPALEAFGNAKTVRNDNSSRFGKFIRIHFGATGKLASADIETYLLEKSRVIFQLKAERNYHIFYQILSNKKPELLD.... Result: 0 (no interaction). (2) The miRNA is hsa-miR-548t-5p with sequence CAAAAGUGAUCGUGGUUUUUG. The protein sequence of the target gene is MELRVANANGSCENGSIVSLYCSSQEVLCQIVRGISPEEPYNATLITWQERVRKKYGFYIGVGLAFLSCFLIGTSVILKKKGLIRLVATGATRAVNGGYGYLKDPMWWAGMATMSAGEVANFGAYAFAPATVVTPLGALSVLISAIFSSYCLGESLNLLGKLGCVICMAGSTVMVIHAPKEEKVTTVAEMASKMKDTGFIVFAVLLVVSCLILIFIVAPRYGQRNILIYIIICSVIGSFSVTAVKGLGVTIRNFFQGLPVVRHPLPYILSLILGLSIIIQVNFLNRALDIFNTSLVFPIY.... Result: 0 (no interaction).